Task: Regression. Given a peptide amino acid sequence and an MHC pseudo amino acid sequence, predict their binding affinity value. This is MHC class II binding data.. Dataset: Peptide-MHC class II binding affinity with 134,281 pairs from IEDB (1) The peptide sequence is SYKICTDKMFFVKNP. The MHC is HLA-DQA10201-DQB10402 with pseudo-sequence HLA-DQA10201-DQB10402. The binding affinity (normalized) is 0.375. (2) The binding affinity (normalized) is 0.433. The MHC is HLA-DPA10201-DPB10101 with pseudo-sequence HLA-DPA10201-DPB10101. The peptide sequence is FKTFEAAFTSSSKAA. (3) The binding affinity (normalized) is 0.381. The MHC is DRB1_1302 with pseudo-sequence DRB1_1302. The peptide sequence is LLNEFNNLYADKVSV.